This data is from NCI-60 drug combinations with 297,098 pairs across 59 cell lines. The task is: Regression. Given two drug SMILES strings and cell line genomic features, predict the synergy score measuring deviation from expected non-interaction effect. (1) Drug 1: CN1C2=C(C=C(C=C2)N(CCCl)CCCl)N=C1CCCC(=O)O.Cl. Drug 2: CC1CCCC2(C(O2)CC(NC(=O)CC(C(C(=O)C(C1O)C)(C)C)O)C(=CC3=CSC(=N3)C)C)C. Cell line: SNB-75. Synergy scores: CSS=15.3, Synergy_ZIP=-7.42, Synergy_Bliss=-11.9, Synergy_Loewe=-36.2, Synergy_HSA=-11.9. (2) Drug 1: CC1C(C(=O)NC(C(=O)N2CCCC2C(=O)N(CC(=O)N(C(C(=O)O1)C(C)C)C)C)C(C)C)NC(=O)C3=C4C(=C(C=C3)C)OC5=C(C(=O)C(=C(C5=N4)C(=O)NC6C(OC(=O)C(N(C(=O)CN(C(=O)C7CCCN7C(=O)C(NC6=O)C(C)C)C)C)C(C)C)C)N)C. Drug 2: C1=NC2=C(N=C(N=C2N1C3C(C(C(O3)CO)O)O)F)N. Cell line: HS 578T. Synergy scores: CSS=12.0, Synergy_ZIP=-5.59, Synergy_Bliss=-5.75, Synergy_Loewe=-5.54, Synergy_HSA=-4.80. (3) Drug 1: CS(=O)(=O)CCNCC1=CC=C(O1)C2=CC3=C(C=C2)N=CN=C3NC4=CC(=C(C=C4)OCC5=CC(=CC=C5)F)Cl. Drug 2: CC12CCC3C(C1CCC2OP(=O)(O)O)CCC4=C3C=CC(=C4)OC(=O)N(CCCl)CCCl.[Na+]. Cell line: UACC62. Synergy scores: CSS=6.96, Synergy_ZIP=-3.75, Synergy_Bliss=-2.84, Synergy_Loewe=-3.40, Synergy_HSA=-3.62. (4) Drug 1: CCCS(=O)(=O)NC1=C(C(=C(C=C1)F)C(=O)C2=CNC3=C2C=C(C=N3)C4=CC=C(C=C4)Cl)F. Drug 2: CC12CCC3C(C1CCC2=O)CC(=C)C4=CC(=O)C=CC34C. Cell line: OVCAR-5. Synergy scores: CSS=14.9, Synergy_ZIP=10.5, Synergy_Bliss=-1.87, Synergy_Loewe=-19.8, Synergy_HSA=-6.24. (5) Drug 1: C1=NC2=C(N=C(N=C2N1C3C(C(C(O3)CO)O)F)Cl)N. Drug 2: CCN(CC)CCCC(C)NC1=C2C=C(C=CC2=NC3=C1C=CC(=C3)Cl)OC. Cell line: RPMI-8226. Synergy scores: CSS=27.5, Synergy_ZIP=1.17, Synergy_Bliss=4.33, Synergy_Loewe=8.86, Synergy_HSA=5.41. (6) Drug 1: C1CNP(=O)(OC1)N(CCCl)CCCl. Drug 2: CC1CCCC2(C(O2)CC(NC(=O)CC(C(C(=O)C(C1O)C)(C)C)O)C(=CC3=CSC(=N3)C)C)C. Cell line: HL-60(TB). Synergy scores: CSS=60.3, Synergy_ZIP=0.969, Synergy_Bliss=-1.000, Synergy_Loewe=-18.5, Synergy_HSA=0.0346.